From a dataset of NCI-60 drug combinations with 297,098 pairs across 59 cell lines. Regression. Given two drug SMILES strings and cell line genomic features, predict the synergy score measuring deviation from expected non-interaction effect. (1) Drug 1: COC1=C(C=C2C(=C1)N=CN=C2NC3=CC(=C(C=C3)F)Cl)OCCCN4CCOCC4. Drug 2: C1=C(C(=O)NC(=O)N1)N(CCCl)CCCl. Cell line: A498. Synergy scores: CSS=35.0, Synergy_ZIP=-10.2, Synergy_Bliss=-2.77, Synergy_Loewe=-1.30, Synergy_HSA=2.30. (2) Drug 1: C1CN1C2=NC(=NC(=N2)N3CC3)N4CC4. Drug 2: CC1C(C(CC(O1)OC2CC(CC3=C2C(=C4C(=C3O)C(=O)C5=C(C4=O)C(=CC=C5)OC)O)(C(=O)C)O)N)O.Cl. Cell line: UACC62. Synergy scores: CSS=44.0, Synergy_ZIP=-0.137, Synergy_Bliss=0.840, Synergy_Loewe=-1.44, Synergy_HSA=2.65.